Dataset: Full USPTO retrosynthesis dataset with 1.9M reactions from patents (1976-2016). Task: Predict the reactants needed to synthesize the given product. (1) Given the product [Cl:29][C:30]1[C:39]([OH:40])=[C:38]([OH:41])[C:37]([Cl:42])=[C:36]2[C:31]=1[CH2:32][CH2:33][N:34]([C:15](=[O:16])/[CH:14]=[CH:13]/[C:12]1[C:7]([N:1]3[CH2:6][CH2:5][CH2:4][CH2:3][CH2:2]3)=[N:8][C:9]([C:18]([F:21])([F:20])[F:19])=[CH:10][CH:11]=1)[CH2:35]2, predict the reactants needed to synthesize it. The reactants are: [N:1]1([C:7]2[C:12](/[CH:13]=[CH:14]/[C:15](O)=[O:16])=[CH:11][CH:10]=[C:9]([C:18]([F:21])([F:20])[F:19])[N:8]=2)[CH2:6][CH2:5][CH2:4][CH2:3][CH2:2]1.C(=O)([O-])[O-].[Cs+].[Cs+].Br.[Cl:29][C:30]1[C:39]([OH:40])=[C:38]([OH:41])[C:37]([Cl:42])=[C:36]2[C:31]=1[CH2:32][CH2:33][NH:34][CH2:35]2.CCN=C=NCCCN(C)C.Cl.C1C=CC2N(O)N=NC=2C=1. (2) Given the product [Cl:7][C:8]1[CH:15]=[CH:14][C:11]([C:12]([NH2:2])=[NH:13])=[CH:10][N:9]=1, predict the reactants needed to synthesize it. The reactants are: [Cl-].[NH4+:2].[Al](C)(C)C.[Cl:7][C:8]1[CH:15]=[CH:14][C:11]([C:12]#[N:13])=[CH:10][N:9]=1. (3) Given the product [CH3:1][O:2][CH2:3][CH2:4][O:5][C:6]1[CH:7]=[CH:8][C:9]2[C:10]3[C:19]([C:20]4[CH:25]=[CH:24][CH:23]=[C:22]([N+:26]([O-:28])=[O:27])[C:21]=4[CH3:29])=[N:33][NH:32][C:15](=[O:17])[C:11]=3[NH:12][C:13]=2[CH:14]=1, predict the reactants needed to synthesize it. The reactants are: [CH3:1][O:2][CH2:3][CH2:4][O:5][C:6]1[CH:14]=[C:13]2[C:9]([C:10]([C:19](=O)[C:20]3[CH:25]=[CH:24][CH:23]=[C:22]([N+:26]([O-:28])=[O:27])[C:21]=3[CH3:29])=[C:11]([C:15]([O:17]C)=O)[NH:12]2)=[CH:8][CH:7]=1.O.[NH2:32][NH2:33]. (4) The reactants are: [CH2:1]([N:8]1[C:20]2[C:19]3[CH:18]=[C:17]([O:21][CH3:22])[C:16]([C:23]4[C:24]([CH3:29])=[N:25][O:26][C:27]=4[CH3:28])=[CH:15][C:14]=3[N:13]=[CH:12][C:11]=2[O:10][C:9]1=[O:30])[C:2]1C=CC=C[CH:3]=1.C(N1C=COC1=O)C=C. Given the product [CH2:1]([N:8]1[C:20]2[C:19]3[CH:18]=[C:17]([O:21][CH3:22])[C:16]([C:23]4[C:24]([CH3:29])=[N:25][O:26][C:27]=4[CH3:28])=[CH:15][C:14]=3[N:13]=[CH:12][C:11]=2[O:10][C:9]1=[O:30])[CH:2]=[CH2:3], predict the reactants needed to synthesize it.